This data is from Forward reaction prediction with 1.9M reactions from USPTO patents (1976-2016). The task is: Predict the product of the given reaction. (1) Given the reactants [F:1][C:2]1[CH:7]=[CH:6][C:5]([C:8]2[CH:13]=[CH:12][N:11]=[CH:10][C:9]=2[N:14]([CH3:32])[C:15](=[O:31])[C:16]2[CH:21]=[C:20]([C:22]([F:25])([F:24])[F:23])[CH:19]=[C:18](SC3COC3)[CH:17]=2)=[C:4]([O:33][CH3:34])[CH:3]=1.O[O:36][S:37]([O-:39])=O.[K+].[O-]S([O-])(=S)=O.[Na+].[Na+].C[CH2:49][O:50][C:51]([CH3:53])=O, predict the reaction product. The product is: [F:1][C:2]1[CH:7]=[CH:6][C:5]([C:8]2[CH:13]=[CH:12][N:11]=[CH:10][C:9]=2[N:14]([CH3:32])[C:15](=[O:31])[C:16]2[CH:21]=[C:20]([C:22]([F:24])([F:23])[F:25])[CH:19]=[C:18]([S:37]([CH:53]3[CH2:49][O:50][CH2:51]3)(=[O:39])=[O:36])[CH:17]=2)=[C:4]([O:33][CH3:34])[CH:3]=1. (2) Given the reactants [CH3:1][C:2](/[CH:4]=[N:5]/[OH:6])=O.Cl.[F:8][C:9]1[CH:14]=[C:13]([F:15])[CH:12]=[CH:11][C:10]=1[NH:16][NH2:17].N1C=CC=C[CH:19]=1, predict the reaction product. The product is: [F:8][C:9]1[CH:14]=[C:13]([F:15])[CH:12]=[CH:11][C:10]=1[N:16]1[N:17]=[C:2]([CH3:1])[C:4]([CH3:19])=[N+:5]1[O-:6]. (3) Given the reactants [CH3:1][N:2]1[C:6]([C:7]2[CH:8]=[N:9][CH:10]=[CH:11][CH:12]=2)=[N:5][N:4]=[C:3]1[SH:13].Cl[CH2:15][CH2:16][CH2:17][N:18]1[CH2:26][C:25]2[C:20](=[CH:21][CH:22]=[C:23]([C:27](=[O:30])[CH2:28][CH3:29])[CH:24]=2)[CH2:19]1, predict the reaction product. The product is: [CH3:1][N:2]1[C:6]([C:7]2[CH:8]=[N:9][CH:10]=[CH:11][CH:12]=2)=[N:5][N:4]=[C:3]1[S:13][CH2:15][CH2:16][CH2:17][N:18]1[CH2:26][C:25]2[C:20](=[CH:21][CH:22]=[C:23]([C:27](=[O:30])[CH2:28][CH3:29])[CH:24]=2)[CH2:19]1. (4) Given the reactants I[C:2]1[CH:7]=[CH:6][CH:5]=[CH:4][CH:3]=1.[CH2:8]([O:12][C:13](=[O:16])[CH:14]=[CH2:15])[CH2:9][CH2:10][CH3:11].C(N(C(C)C)C(C)C)C.CN(C=O)C, predict the reaction product. The product is: [C:13]([O:12][CH2:8][CH2:9][CH2:10][CH3:11])(=[O:16])/[CH:14]=[CH:15]/[C:2]1[CH:7]=[CH:6][CH:5]=[CH:4][CH:3]=1. (5) The product is: [NH2:1][C:2]1[C:3]([C:37]#[N:38])=[C:4]([N:8]2[CH2:13][CH2:12][CH:11]([C:14]3[N:15]([CH2:30][CH2:31][NH:43][CH2:42][CH:39]4[CH2:41][CH2:40]4)[CH:16]=[C:17]([C:19]4[CH:24]=[CH:23][C:22]([F:25])=[C:21]([C:26]([F:29])([F:28])[F:27])[CH:20]=4)[N:18]=3)[CH2:10][CH2:9]2)[N:5]=[CH:6][N:7]=1. Given the reactants [NH2:1][C:2]1[N:7]=[CH:6][N:5]=[C:4]([N:8]2[CH2:13][CH2:12][CH:11]([C:14]3[N:15]([CH2:30][CH2:31]OS(C)(=O)=O)[CH:16]=[C:17]([C:19]4[CH:24]=[CH:23][C:22]([F:25])=[C:21]([C:26]([F:29])([F:28])[F:27])[CH:20]=4)[N:18]=3)[CH2:10][CH2:9]2)[C:3]=1[C:37]#[N:38].[CH:39]1([CH2:42][NH2:43])[CH2:41][CH2:40]1, predict the reaction product. (6) Given the reactants Cl[C:2]1[N:7]=[C:6]([NH:8][C:9]2[CH:14]=[CH:13][C:12]3[O:15][CH2:16][CH2:17][O:18][C:11]=3[CH:10]=2)[C:5]([F:19])=[CH:4][N:3]=1.[CH3:20][O:21][C:22]1[CH:28]=[CH:27][C:25]([NH2:26])=[C:24]([CH3:29])[CH:23]=1, predict the reaction product. The product is: [CH2:17]1[CH2:16][O:15][C:12]2[CH:13]=[CH:14][C:9]([NH:8][C:6]3[C:5]([F:19])=[CH:4][N:3]=[C:2]([NH:26][C:25]4[CH:27]=[CH:28][C:22]([O:21][CH3:20])=[CH:23][C:24]=4[CH3:29])[N:7]=3)=[CH:10][C:11]=2[O:18]1. (7) The product is: [Cl:1][C:2]1[NH:10][C:9]2[C:8](=[O:11])[NH:7][C:6](=[O:12])[N:5]([CH2:20][CH2:21][CH2:22][CH2:23][CH2:24][CH2:25][CH2:26][CH3:27])[C:4]=2[N:3]=1. Given the reactants [Cl:1][C:2]1[NH:10][C:9]2[C:8](=[O:11])[NH:7][C:6](=[O:12])[NH:5][C:4]=2[N:3]=1.C(=O)([O-])[O-].[Na+].[Na+].I[CH2:20][CH2:21][CH2:22][CH2:23][CH2:24][CH2:25][CH2:26][CH3:27].N1CCOCC1.Cl, predict the reaction product. (8) The product is: [F:24][C:8]1[C:7]2[O:6][C:5]3[C:14](=[CH:15][C:2]([C:31]4[C:26]([F:25])=[N:27][CH:28]=[CH:29][CH:30]=4)=[CH:3][CH:4]=3)[C@@:13]3([CH2:20][CH2:19][O:18][C:17]([NH2:21])=[N:16]3)[C:12]=2[CH:11]=[C:10]([O:22][CH2:23][C:36]([F:35])([CH3:40])[CH3:37])[CH:9]=1. Given the reactants Br[C:2]1[CH:15]=[C:14]2[C:5]([O:6][C:7]3[C:8]([F:24])=[CH:9][C:10]([O:22][CH3:23])=[CH:11][C:12]=3[C@@:13]32[CH2:20][CH2:19][O:18][C:17]([NH2:21])=[N:16]3)=[CH:4][CH:3]=1.[F:25][C:26]1[C:31](B(O)O)=[CH:30][CH:29]=[CH:28][N:27]=1.[F:35][C@@H:36]1[CH2:40]CN[CH2:37]1, predict the reaction product. (9) Given the reactants Cl[C:2]1[N:7]=[C:6]([NH:8][C:9]2[CH:10]=[C:11]3[C:15](=[CH:16][CH:17]=2)[NH:14][N:13]=[CH:12]3)[C:5]([CH3:18])=[CH:4][N:3]=1.[CH:19]1([NH:22][C:23](=[O:42])[CH2:24][O:25][C:26]2[CH:31]=[CH:30][C:29]([F:32])=[C:28](B3OC(C)(C)C(C)(C)O3)[CH:27]=2)[CH2:21][CH2:20]1.CC([O-])=O.[K+], predict the reaction product. The product is: [NH:14]1[C:15]2[C:11](=[CH:10][C:9]([NH:8][C:6]3[C:5]([CH3:18])=[CH:4][N:3]=[C:2]([C:28]4[CH:27]=[C:26]([CH:31]=[CH:30][C:29]=4[F:32])[O:25][CH2:24][C:23]([NH:22][CH:19]4[CH2:20][CH2:21]4)=[O:42])[N:7]=3)=[CH:17][CH:16]=2)[CH:12]=[N:13]1.